This data is from Full USPTO retrosynthesis dataset with 1.9M reactions from patents (1976-2016). The task is: Predict the reactants needed to synthesize the given product. (1) Given the product [Cl:8][C:6]1[CH:7]=[C:2]([B:12]2[O:16][C:15]([CH3:18])([CH3:17])[C:14]([CH3:20])([CH3:19])[O:13]2)[CH:3]=[C:4]([Cl:11])[C:5]=1[O:9][CH3:10], predict the reactants needed to synthesize it. The reactants are: Br[C:2]1[CH:3]=[C:4]([Cl:11])[C:5]([O:9][CH3:10])=[C:6]([Cl:8])[CH:7]=1.[B:12]1([B:12]2[O:16][C:15]([CH3:18])([CH3:17])[C:14]([CH3:20])([CH3:19])[O:13]2)[O:16][C:15]([CH3:18])([CH3:17])[C:14]([CH3:20])([CH3:19])[O:13]1.CC([O-])=O.[K+]. (2) Given the product [F:1][C:2]1[CH:3]=[CH:4][C:5]([CH:8]2[O:22][C:45](=[O:47])[NH:42][CH:9]2[CH2:13][C:14]2[CH:15]=[CH:16][C:17]([O:20][CH3:21])=[CH:18][CH:19]=2)=[CH:6][CH:7]=1, predict the reactants needed to synthesize it. The reactants are: [F:1][C:2]1[CH:7]=[CH:6][C:5]([CH:8]([OH:22])[CH:9]([CH2:13][C:14]2[CH:19]=[CH:18][C:17]([O:20][CH3:21])=[CH:16][CH:15]=2)C(O)=O)=[CH:4][CH:3]=1.C1(P(N=[N+]=[N-])(C2C=CC=CC=2)=O)C=CC=CC=1.C([N:42]([CH2:45]C)CC)C.[OH2:47]. (3) Given the product [OH:1][C:2]1[C:11]2[C:10]([CH3:12])([CH3:13])[CH2:9][CH2:8][C:7]([CH3:15])([CH3:14])[C:6]=2[CH:5]=[C:4]([C:16](=[O:18])/[CH:17]=[CH:26]/[C:25]2[CH:28]=[CH:29][C:22]([C:19]([O:21][CH3:32])=[O:20])=[CH:23][CH:24]=2)[CH:3]=1, predict the reactants needed to synthesize it. The reactants are: [OH:1][C:2]1[C:11]2[C:10]([CH3:13])([CH3:12])[CH2:9][CH2:8][C:7]([CH3:15])([CH3:14])[C:6]=2[CH:5]=[C:4]([C:16](=[O:18])[CH3:17])[CH:3]=1.[C:19]([C:22]1[CH:29]=[CH:28][C:25]([CH:26]=O)=[CH:24][CH:23]=1)([OH:21])=[O:20].[OH-].[K+].[CH3:32]O. (4) Given the product [Br:1][C:2]1[CH:3]=[C:4]2[C:12](=[CH:13][CH:14]=1)[NH:11][C:10]1[CH:9]([NH:15][C:22](=[O:23])[C:18]3[CH:19]=[CH:20][CH:21]=[C:16]([CH3:25])[CH:17]=3)[CH2:8][CH2:7][CH2:6][C:5]2=1, predict the reactants needed to synthesize it. The reactants are: [Br:1][C:2]1[CH:3]=[C:4]2[C:12](=[CH:13][CH:14]=1)[NH:11][C:10]1[CH:9]([NH2:15])[CH2:8][CH2:7][CH2:6][C:5]2=1.[C:16]1([CH3:25])[CH:21]=[CH:20][CH:19]=[C:18]([C:22](Cl)=[O:23])[CH:17]=1. (5) Given the product [ClH:33].[N:38]12[CH2:43][CH2:42][CH:41]([CH2:40][CH2:39]1)[CH:36]([NH:35][C:52]([C:50]1[S:51][C:13]3[CH:12]=[CH:11][C:10]([N+:9]([O-:8])=[O:32])=[CH:15][C:14]=3[CH:49]=1)=[O:53])[CH2:37]2, predict the reactants needed to synthesize it. The reactants are: CN(C([O:8][N:9]1N=N[C:11]2[CH:12]=[CH:13][CH:14]=[CH:15][C:10]1=2)=[N+](C)C)C.[B-](F)(F)(F)F.C1C=CC2N([OH:32])N=NC=2C=1.[ClH:33].Cl.[NH2:35][CH:36]1[CH:41]2[CH2:42][CH2:43][N:38]([CH2:39][CH2:40]2)[CH2:37]1.[N+](C1[S:51][C:50]([C:52](O)=[O:53])=[CH:49]C=1)([O-])=O.C(N(C(C)C)CC)(C)C. (6) Given the product [F:13][C:14]([F:22])([F:21])[C:15]1[CH:20]=[C:29]([C:28]2[CH:31]=[CH:32][C:25]([S:24][CH3:23])=[CH:26][CH:27]=2)[NH:30][C:17](=[O:18])[CH:16]=1, predict the reactants needed to synthesize it. The reactants are: C(NC(C)C)(C)C.C([Li])CCC.[F:13][C:14]([F:22])([F:21])[C:15]([CH3:20])=[CH:16][C:17](O)=[O:18].[CH3:23][S:24][C:25]1[CH:32]=[CH:31][C:28]([C:29]#[N:30])=[CH:27][CH:26]=1.